From a dataset of Reaction yield outcomes from USPTO patents with 853,638 reactions. Predict the reaction yield, written as a fraction of the theoretical maximum amount of product (1.0 means a 100% yield; for example, 0.34 means a 34% yield). (1) The reactants are [Cl:1][C:2]1[CH:28]=[N:27][C:5]2[N:6]=[C:7]([N:14]3[CH2:19][CH2:18][N:17](C(OC(C)(C)C)=O)[CH2:16][CH2:15]3)[C:8]3[N:9]([C:10]([CH3:13])=[N:11][N:12]=3)[C:4]=2[CH:3]=1.C(O)(C(F)(F)F)=O. The catalyst is C(Cl)Cl. The product is [Cl:1][C:2]1[CH:28]=[N:27][C:5]2[N:6]=[C:7]([N:14]3[CH2:19][CH2:18][NH:17][CH2:16][CH2:15]3)[C:8]3[N:9]([C:10]([CH3:13])=[N:11][N:12]=3)[C:4]=2[CH:3]=1. The yield is 0.350. (2) The reactants are Cl.[CH3:2][O:3][C:4](=[O:14])[C@H:5]([CH2:7][C:8]1[CH:13]=[CH:12][CH:11]=[CH:10][CH:9]=1)[NH2:6].[C:15](=N)([C:22]1[CH:27]=[CH:26][CH:25]=[CH:24][CH:23]=1)[C:16]1[CH:21]=[CH:20][CH:19]=[CH:18][CH:17]=1. The catalyst is C(Cl)Cl. The product is [CH3:2][O:3][C:4](=[O:14])[C@H:5]([CH2:7][C:8]1[CH:13]=[CH:12][CH:11]=[CH:10][CH:9]=1)[N:6]=[C:15]([C:16]1[CH:21]=[CH:20][CH:19]=[CH:18][CH:17]=1)[C:22]1[CH:27]=[CH:26][CH:25]=[CH:24][CH:23]=1. The yield is 0.996.